The task is: Predict the reaction yield, written as a fraction of the theoretical maximum amount of product (1.0 means a 100% yield; for example, 0.34 means a 34% yield).. This data is from Reaction yield outcomes from USPTO patents with 853,638 reactions. The reactants are [N+:1]([C:4]1[CH:5]=[C:6]([CH:10]=[CH:11][CH:12]=1)[C:7](Cl)=[O:8])([O-:3])=[O:2].[NH2:13][C:14]1[CH:15]=[N:16][CH:17]=[CH:18][C:19]=1[OH:20].C([O-])([O-])=O.[Na+].[Na+]. The catalyst is N1C=CC=CC=1. The product is [OH:20][C:19]1[CH:18]=[CH:17][N:16]=[CH:15][C:14]=1[NH:13][C:7](=[O:8])[C:6]1[CH:10]=[CH:11][CH:12]=[C:4]([N+:1]([O-:3])=[O:2])[CH:5]=1. The yield is 0.660.